This data is from Catalyst prediction with 721,799 reactions and 888 catalyst types from USPTO. The task is: Predict which catalyst facilitates the given reaction. (1) Reactant: C[O:2][C:3]1[CH:4]=[C:5]2[C:10](=[CH:11][CH:12]=1)[CH:9]=[C:8]([C:13]1[NH:14][C:15]3[C:20]([C:21]=1[CH2:22][CH2:23][CH2:24][CH2:25][CH3:26])=[CH:19][CH:18]=[CH:17][CH:16]=3)[CH:7]=[CH:6]2.B(Br)(Br)Br. Product: [OH:2][C:3]1[CH:4]=[C:5]2[C:10](=[CH:11][CH:12]=1)[CH:9]=[C:8]([C:13]1[NH:14][C:15]3[C:20]([C:21]=1[CH2:22][CH2:23][CH2:24][CH2:25][CH3:26])=[CH:19][CH:18]=[CH:17][CH:16]=3)[CH:7]=[CH:6]2. The catalyst class is: 2. (2) Reactant: [ClH:1].[NH2:2][CH2:3][CH2:4][S:5][CH2:6][C@@:7]([CH3:12])([C:9]([OH:11])=[O:10])[NH2:8].FC(F)(F)C(O)=O.CC(C)(OC([NH:26][CH2:27][CH2:28]SC[C@@](C)(C(O)=O)N)=O)C. Product: [ClH:1].[ClH:1].[NH:26]=[C:27]([NH:2][CH2:3][CH2:4][S:5][CH2:6][C@@:7]([CH3:12])([C:9]([OH:11])=[O:10])[NH2:8])[CH3:28]. The catalyst class is: 33. (3) Reactant: [CH3:1][O-].[Na+].[CH3:4][C:5]1([CH3:31])[C:9]2[N:10]=[C:11]([C:21]3[CH:30]=[CH:29][C:24]4[NH:25][C:26]([NH2:28])=[N:27][C:23]=4[CH:22]=3)[N:12]=[C:13]([N:14]3[CH2:19][CH2:18][O:17][CH2:16][C@@H:15]3[CH3:20])[C:8]=2[CH2:7][O:6]1.C=O.[BH4-].[Na+]. Product: [CH3:31][C:5]1([CH3:4])[C:9]2[N:10]=[C:11]([C:21]3[CH:30]=[CH:29][C:24]4[NH:25][C:26]([NH:28][CH3:1])=[N:27][C:23]=4[CH:22]=3)[N:12]=[C:13]([N:14]3[CH2:19][CH2:18][O:17][CH2:16][C@@H:15]3[CH3:20])[C:8]=2[CH2:7][O:6]1. The catalyst class is: 5. (4) Reactant: [C:1]1([S:7]([C:10]2[CH:19]=[C:18]3[C:13]([CH:14]([CH2:20][C:21]#[N:22])[CH2:15][CH2:16][O:17]3)=[CH:12][CH:11]=2)(=[O:9])=[O:8])[CH:6]=[CH:5][CH:4]=[CH:3][CH:2]=1.CN(C=O)C. Product: [C:1]1([S:7]([C:10]2[CH:19]=[C:18]3[C:13]([CH:14]([CH2:20][CH2:21][NH2:22])[CH2:15][CH2:16][O:17]3)=[CH:12][CH:11]=2)(=[O:9])=[O:8])[CH:2]=[CH:3][CH:4]=[CH:5][CH:6]=1. The catalyst class is: 1.